This data is from Forward reaction prediction with 1.9M reactions from USPTO patents (1976-2016). The task is: Predict the product of the given reaction. Given the reactants [C:1]([O:5][C:6]([NH:8][C@@H:9]([CH3:22])[C:10]([NH:12][N:13]1[CH:17]=[CH:16][CH:15]=[C:14]1[C:18]([O:20]C)=O)=[O:11])=[O:7])([CH3:4])([CH3:3])[CH3:2].[CH3:23][C:24]1[O:28][N:27]=[C:26]([CH2:29][NH2:30])[CH:25]=1, predict the reaction product. The product is: [CH3:23][C:24]1[O:28][N:27]=[C:26]([CH2:29][NH:30][C:18]([C:14]2[N:13]([NH:12][C:10](=[O:11])[C@@H:9]([NH:8][C:6](=[O:7])[O:5][C:1]([CH3:2])([CH3:3])[CH3:4])[CH3:22])[CH:17]=[CH:16][CH:15]=2)=[O:20])[CH:25]=1.